This data is from Full USPTO retrosynthesis dataset with 1.9M reactions from patents (1976-2016). The task is: Predict the reactants needed to synthesize the given product. (1) Given the product [CH:1]1([N:5]2[CH2:11][C:10]([F:13])([F:12])[C:9](=[O:14])[N:8]([CH3:15])[C:7]3[CH:16]=[N:17][C:18]([NH:20][C:21]4[CH:29]=[CH:28][C:24]([C:25]([NH:34][CH3:32])=[O:27])=[CH:23][C:22]=4[O:30][CH3:31])=[N:19][C:6]2=3)[CH2:4][CH2:3][CH2:2]1, predict the reactants needed to synthesize it. The reactants are: [CH:1]1([N:5]2[CH2:11][C:10]([F:13])([F:12])[C:9](=[O:14])[N:8]([CH3:15])[C:7]3[CH:16]=[N:17][C:18]([NH:20][C:21]4[CH:29]=[CH:28][C:24]([C:25]([OH:27])=O)=[CH:23][C:22]=4[O:30][CH3:31])=[N:19][C:6]2=3)[CH2:4][CH2:3][CH2:2]1.[CH2:32]([N:34](CC)CC)C.F[P-](F)(F)(F)(F)F.CN(C(N(C)C)=[N+]1C2C(=NC=CC=2)[N+]([O-])=N1)C.Cl.CN. (2) The reactants are: [NH2:1][C:2]1[CH:11]=[C:10]2[C:5]([C:6]([Br:16])=[N:7][N:8]([CH:13]([CH3:15])[CH3:14])[C:9]2=[O:12])=[CH:4][CH:3]=1.[H-].[Na+].[CH3:19][N:20]=[C:21]=[O:22]. Given the product [Br:16][C:6]1[C:5]2[C:10](=[CH:11][C:2]([NH:1][C:21]([NH:20][CH3:19])=[O:22])=[CH:3][CH:4]=2)[C:9](=[O:12])[N:8]([CH:13]([CH3:14])[CH3:15])[N:7]=1, predict the reactants needed to synthesize it. (3) Given the product [C:1]([C:3]1[S:4][C:5]2[CH:11]=[C:10]([NH:12][C:13](=[O:19])[CH2:14][CH2:15][C:16](=[O:18])[NH:20][CH2:21][CH2:22][CH2:23][O:24][CH2:25][CH2:26][O:27][CH2:28][CH2:29][O:30][CH2:31][CH2:32][CH2:33][NH:34][C:35](=[O:41])[O:36][C:37]([CH3:39])([CH3:38])[CH3:40])[CH:9]=[CH:8][C:6]=2[N:7]=1)#[N:2], predict the reactants needed to synthesize it. The reactants are: [C:1]([C:3]1[S:4][C:5]2[CH:11]=[C:10]([NH:12][C:13](=[O:19])[CH2:14][CH2:15][C:16]([OH:18])=O)[CH:9]=[CH:8][C:6]=2[N:7]=1)#[N:2].[NH2:20][CH2:21][CH2:22][CH2:23][O:24][CH2:25][CH2:26][O:27][CH2:28][CH2:29][O:30][CH2:31][CH2:32][CH2:33][NH:34][C:35](=[O:41])[O:36][C:37]([CH3:40])([CH3:39])[CH3:38].CCN=C=NCCCN(C)C. (4) Given the product [Cl:9][C:6]1[C:7]2[CH:15]=[C:13]([C:12]([OH:17])=[O:16])[NH:1][C:2]=2[C:3](=[O:11])[N:4]([CH3:10])[N:5]=1, predict the reactants needed to synthesize it. The reactants are: [NH2:1][C:2]1[C:3](=[O:11])[N:4]([CH3:10])[N:5]=[C:6]([Cl:9])[C:7]=1I.[C:12]([OH:17])(=[O:16])[C:13]([CH3:15])=O.N12CCN(CC1)CC2. (5) Given the product [Cl:22][C:19]1[CH:18]=[CH:17][C:16]([O:15][C:5]([CH3:14])([CH2:6][C:7]2[CH:8]=[CH:9][C:10]([O:13][CH2:36][CH2:35][C:26]3[N:27]=[C:28]([C:30]4[S:31][CH:32]=[CH:33][CH:34]=4)[O:29][C:25]=3[CH3:24])=[CH:11][CH:12]=2)[C:4]([OH:3])=[O:23])=[CH:21][CH:20]=1, predict the reactants needed to synthesize it. The reactants are: C([O:3][C:4](=[O:23])[C:5]([O:15][C:16]1[CH:21]=[CH:20][C:19]([Cl:22])=[CH:18][CH:17]=1)([CH3:14])[CH2:6][C:7]1[CH:12]=[CH:11][C:10]([OH:13])=[CH:9][CH:8]=1)C.[CH3:24][C:25]1[O:29][C:28]([C:30]2[S:31][CH:32]=[CH:33][CH:34]=2)=[N:27][C:26]=1[CH2:35][CH2:36]OS(C1C=CC(C)=CC=1)(=O)=O. (6) Given the product [OH:2][CH:3]1[CH2:8][CH2:7][CH2:6][N:5]([C:16]([C:17]2[CH:22]=[CH:21][CH:20]=[CH:19][CH:18]=2)([C:29]2[CH:30]=[CH:31][CH:32]=[CH:33][CH:34]=2)[C:23]2[CH:24]=[CH:25][CH:26]=[CH:27][CH:28]=2)[CH2:4]1, predict the reactants needed to synthesize it. The reactants are: Cl.[OH:2][CH:3]1[CH2:8][CH2:7][CH2:6][NH:5][CH2:4]1.C(N(CC)CC)C.[C:16](Cl)([C:29]1[CH:34]=[CH:33][CH:32]=[CH:31][CH:30]=1)([C:23]1[CH:28]=[CH:27][CH:26]=[CH:25][CH:24]=1)[C:17]1[CH:22]=[CH:21][CH:20]=[CH:19][CH:18]=1. (7) The reactants are: [H-].[H-].[H-].[H-].[Li+].[Al+3].[CH3:7][N:8]1[CH2:23][CH2:22][N:11]2[C:12]3[CH:21]=[CH:20][CH:19]=[CH:18][C:13]=3[NH:14][C:15](=O)[CH2:16][CH:10]2[CH2:9]1. Given the product [CH3:7][N:8]1[CH2:23][CH2:22][N:11]2[C:12]3[CH:21]=[CH:20][CH:19]=[CH:18][C:13]=3[NH:14][CH2:15][CH2:16][CH:10]2[CH2:9]1, predict the reactants needed to synthesize it.